This data is from Reaction yield outcomes from USPTO patents with 853,638 reactions. The task is: Predict the reaction yield, written as a fraction of the theoretical maximum amount of product (1.0 means a 100% yield; for example, 0.34 means a 34% yield). (1) The reactants are FC(F)(F)S(O[CH2:7][C@H:8]([CH3:11])[CH2:9][F:10])(=O)=O.[CH3:14][C:15]1([CH3:42])[NH:27][CH:26]([C:28]2[C:33]([F:34])=[CH:32][C:31](/[CH:35]=[CH:36]/[C:37]([O:39][CH3:40])=[O:38])=[CH:30][C:29]=2[F:41])[C:18]2[NH:19][C:20]3[C:25]([C:17]=2[CH2:16]1)=[CH:24][CH:23]=[CH:22][CH:21]=3.C(N(C(C)C)C(C)C)C. The catalyst is O1CCOCC1. The product is [F:34][C:33]1[CH:32]=[C:31](/[CH:35]=[CH:36]/[C:37]([O:39][CH3:40])=[O:38])[CH:30]=[C:29]([F:41])[C:28]=1[CH:26]1[C:18]2[NH:19][C:20]3[C:25]([C:17]=2[CH2:16][C:15]([CH3:14])([CH3:42])[N:27]1[CH2:7][C@H:8]([CH3:11])[CH2:9][F:10])=[CH:24][CH:23]=[CH:22][CH:21]=3. The yield is 0.360. (2) The reactants are [NH2:1][C:2]1[N:7]=[CH:6][N:5]=[C:4]2[N:8]([CH2:25][C@H:26]3[CH2:30][CH2:29][CH2:28][N:27]3[C:31](=[O:35])[CH2:32][C:33]#[N:34])[N:9]=[C:10]([C:11]3[CH:16]=[CH:15][C:14]([O:17][C:18]4[CH:23]=[CH:22][CH:21]=[C:20]([F:24])[CH:19]=4)=[CH:13][CH:12]=3)[C:3]=12.N1[CH2:41][CH2:40][CH2:39][CH2:38]C1.C1(C=O)CC1. The catalyst is CO. The product is [NH2:1][C:2]1[N:7]=[CH:6][N:5]=[C:4]2[N:8]([CH2:25][C@H:26]3[CH2:30][CH2:29][CH2:28][N:27]3[C:31]([C:32](=[CH:38][CH:39]3[CH2:41][CH2:40]3)[C:33]#[N:34])=[O:35])[N:9]=[C:10]([C:11]3[CH:16]=[CH:15][C:14]([O:17][C:18]4[CH:23]=[CH:22][CH:21]=[C:20]([F:24])[CH:19]=4)=[CH:13][CH:12]=3)[C:3]=12. The yield is 0.290.